Dataset: Catalyst prediction with 721,799 reactions and 888 catalyst types from USPTO. Task: Predict which catalyst facilitates the given reaction. (1) Reactant: Cl[C:2]1[C:3]2[CH2:16][CH2:15][CH2:14][C:4]=2[N:5]=[C:6]([C:8]2[S:9][C:10]([Cl:13])=[CH:11][CH:12]=2)[N:7]=1.[NH:17]1[C:25]2[C:20](=[CH:21][CH:22]=[C:23]([OH:26])[CH:24]=2)[CH2:19][CH2:18]1.S(=O)(=O)(O)O. The catalyst class is: 51. Product: [Cl:13][C:10]1[S:9][C:8]([C:6]2[N:7]=[C:2]([N:17]3[C:25]4[C:20](=[CH:21][CH:22]=[C:23]([OH:26])[CH:24]=4)[CH2:19][CH2:18]3)[C:3]3[CH2:16][CH2:15][CH2:14][C:4]=3[N:5]=2)=[CH:12][CH:11]=1. (2) Reactant: [CH2:1]([N:3]1[C:9]2[CH:10]=[C:11]([N+:14]([O-])=O)[CH:12]=[CH:13][C:8]=2[O:7][CH2:6][C:5]([CH2:18][OH:19])([OH:17])[CH2:4]1)[CH3:2]. Product: [NH2:14][C:11]1[CH:12]=[CH:13][C:8]2[O:7][CH2:6][C:5]([CH2:18][OH:19])([OH:17])[CH2:4][N:3]([CH2:1][CH3:2])[C:9]=2[CH:10]=1. The catalyst class is: 29.